This data is from Forward reaction prediction with 1.9M reactions from USPTO patents (1976-2016). The task is: Predict the product of the given reaction. (1) Given the reactants Cl.FC1C=C(C=CC=1)CN1C=C(C2C3C(=NC=C(C4C=CC(C5CCNCC5)=CC=4)C=3)N(S(C3C=CC(C)=CC=3)(=O)=O)C=2)C=N1.[CH3:46][C:47]1[CH:48]=[C:49]([CH:91]=[CH:92][CH:93]=1)[CH2:50][N:51]1[CH:55]=[C:54]([C:56]2[C:64]3[C:59](=[N:60][CH:61]=[C:62]([C:65]4[CH:66]=[CH:67][C:68]([N:71]5[CH2:76][CH2:75][N:74]([CH2:77][C@@H:78]([OH:80])[CH3:79])[CH2:73][CH2:72]5)=[N:69][CH:70]=4)[CH:63]=3)[N:58](S(C3C=CC(C)=CC=3)(=O)=O)[CH:57]=2)[CH:53]=[N:52]1.[OH-].[Li+], predict the reaction product. The product is: [CH3:46][C:47]1[CH:48]=[C:49]([CH:91]=[CH:92][CH:93]=1)[CH2:50][N:51]1[CH:55]=[C:54]([C:56]2[C:64]3[C:59](=[N:60][CH:61]=[C:62]([C:65]4[CH:66]=[CH:67][C:68]([N:71]5[CH2:76][CH2:75][N:74]([CH2:77][C@@H:78]([OH:80])[CH3:79])[CH2:73][CH2:72]5)=[N:69][CH:70]=4)[CH:63]=3)[NH:58][CH:57]=2)[CH:53]=[N:52]1. (2) Given the reactants Br[C:2]1[CH:3]=[CH:4][C:5]2[N:6]([CH:8]=[N:9][N:10]=2)[CH:7]=1.[OH-].[Na+].[O:13]1[CH2:18][CH2:17][CH2:16][CH2:15][CH:14]1[O:19][CH2:20][CH2:21][N:22]1[CH:26]=[C:25](B2OC(C)(C)C(C)(C)O2)[CH:24]=[N:23]1, predict the reaction product. The product is: [O:13]1[CH2:18][CH2:17][CH2:16][CH2:15][CH:14]1[O:19][CH2:20][CH2:21][N:22]1[CH:26]=[C:25]([C:2]2[CH:3]=[CH:4][C:5]3[N:6]([CH:8]=[N:9][N:10]=3)[CH:7]=2)[CH:24]=[N:23]1. (3) Given the reactants [CH3:1][C:2]1[CH:7]=[CH:6][C:5]([S:8]([NH2:11])(=[O:10])=[O:9])=[CH:4][CH:3]=1.[N+:12]([C:15]1[CH:20]=[CH:19][C:18]([CH:21]2[CH2:23][O:22]2)=[CH:17][CH:16]=1)([O-:14])=[O:13].C(=O)([O-])[O-].[K+].[K+].C(Cl)Cl, predict the reaction product. The product is: [OH:22][CH:21]([C:18]1[CH:17]=[CH:16][C:15]([N+:12]([O-:14])=[O:13])=[CH:20][CH:19]=1)[CH2:23][NH:11][S:8]([C:5]1[CH:4]=[CH:3][C:2]([CH3:1])=[CH:7][CH:6]=1)(=[O:10])=[O:9]. (4) Given the reactants C[O:2][C:3](=[O:28])[C@H:4]([CH2:24][CH:25]([CH3:27])[CH3:26])[NH:5][C:6](=[O:23])[C@@H:7]([CH2:19][CH:20]([CH3:22])[CH3:21])[NH:8][C:9]([O:11][CH2:12][C:13]1[CH:18]=[CH:17][CH:16]=[CH:15][CH:14]=1)=[O:10].O.[OH-].[Li+].C(O)(=O)C, predict the reaction product. The product is: [CH2:12]([O:11][C:9]([NH:8][C@@H:7]([C:6]([NH:5][C@H:4]([C:3]([OH:28])=[O:2])[CH2:24][CH:25]([CH3:26])[CH3:27])=[O:23])[CH2:19][CH:20]([CH3:22])[CH3:21])=[O:10])[C:13]1[CH:14]=[CH:15][CH:16]=[CH:17][CH:18]=1. (5) The product is: [CH3:28][N:2]([CH3:1])[C:3]([C:5]1[C:6]2[CH:7]([OH:27])[C@H:8]([OH:26])[C@@H:9]([C:20]3[CH:25]=[CH:24][CH:23]=[CH:22][CH:21]=3)[NH:10][C:11]=2[C:12]2[N:17]=[C:16]([CH3:18])[N:15]([CH3:19])[C:13]=2[CH:14]=1)=[O:4]. Given the reactants [CH3:1][N:2]([CH3:28])[C:3]([C:5]1[C:6]2[C:7](=[O:27])[C@H:8]([OH:26])[C@@H:9]([C:20]3[CH:25]=[CH:24][CH:23]=[CH:22][CH:21]=3)[NH:10][C:11]=2[C:12]2[N:17]=[C:16]([CH3:18])[N:15]([CH3:19])[C:13]=2[CH:14]=1)=[O:4].[BH4-].[Na+].O.[Cl-].[NH4+], predict the reaction product.